From a dataset of Reaction yield outcomes from USPTO patents with 853,638 reactions. Predict the reaction yield, written as a fraction of the theoretical maximum amount of product (1.0 means a 100% yield; for example, 0.34 means a 34% yield). (1) The reactants are P(CCCC)(CCCC)CCCC.[CH3:14][O:15][C:16]([C:18]1[CH:19]2[N:35]([C:36]([O:38][C:39]([CH3:42])([CH3:41])[CH3:40])=[O:37])[CH:22]([CH2:23][C:24]=1[C:25]1[CH:30]=[CH:29][C:28]([O:31][CH2:32][CH2:33][OH:34])=[CH:27][CH:26]=1)[CH2:21][CH2:20]2)=[O:17].[Cl:43][C:44]1[C:49](O)=[C:48]([Cl:51])[CH:47]=[C:46]([CH3:52])[CH:45]=1. The catalyst is C1(C)C=CC=CC=1. The product is [CH3:14][O:15][C:16]([C:18]1[CH:19]2[N:35]([C:36]([O:38][C:39]([CH3:42])([CH3:41])[CH3:40])=[O:37])[CH:22]([CH2:23][C:24]=1[C:25]1[CH:30]=[CH:29][C:28]([O:31][CH2:32][CH2:33][O:34][C:49]3[C:44]([Cl:43])=[CH:45][C:46]([CH3:52])=[CH:47][C:48]=3[Cl:51])=[CH:27][CH:26]=1)[CH2:21][CH2:20]2)=[O:17]. The yield is 0.760. (2) The reactants are [Cl:1][C:2]1[CH:35]=[CH:34][C:5]([CH2:6][NH:7][C:8]([C:10]2[S:11](=[O:33])(=[O:32])[N:12]([CH3:31])[C:13]3[CH:20]=[CH:19][C:18]([C:21]#[C:22][CH2:23][O:24]C4CCCCO4)=[CH:17][C:14]=3[C:15]=2[OH:16])=[O:9])=[CH:4][CH:3]=1.CC1C=CC(S(O)(=O)=O)=CC=1.O. The catalyst is CO. The product is [Cl:1][C:2]1[CH:3]=[CH:4][C:5]([CH2:6][NH:7][C:8]([C:10]2[S:11](=[O:33])(=[O:32])[N:12]([CH3:31])[C:13]3[CH:20]=[CH:19][C:18]([C:21]#[C:22][CH2:23][OH:24])=[CH:17][C:14]=3[C:15]=2[OH:16])=[O:9])=[CH:34][CH:35]=1. The yield is 0.610. (3) The reactants are [CH2:1]([O:15][CH:16]([CH2:29][O:30][CH2:31][CH2:32][CH2:33][CH2:34][CH2:35][CH2:36][CH2:37][CH2:38][CH2:39][CH2:40][CH2:41][CH2:42][CH2:43][CH3:44])[CH2:17]N1C(=O)C2=CC=CC=C2C1=O)[CH2:2][CH2:3][CH2:4][CH2:5][CH2:6][CH2:7][CH2:8][CH2:9][CH2:10][CH2:11][CH2:12][CH2:13][CH3:14].O.[NH2:46]N. The catalyst is C(O)C. The product is [CH2:31]([O:30][CH:29]([NH2:46])[CH:16]([O:15][CH2:1][CH2:2][CH2:3][CH2:4][CH2:5][CH2:6][CH2:7][CH2:8][CH2:9][CH2:10][CH2:11][CH2:12][CH2:13][CH3:14])[CH3:17])[CH2:32][CH2:33][CH2:34][CH2:35][CH2:36][CH2:37][CH2:38][CH2:39][CH2:40][CH2:41][CH2:42][CH2:43][CH3:44]. The yield is 0.897. (4) The reactants are [H-].[Na+].[CH3:3][O:4][C:5]([C:7]1[N:11]=[C:10]([Cl:12])[NH:9][N:8]=1)=[O:6].[CH3:13][Si:14]([CH2:17][CH2:18][O:19][CH2:20]Cl)([CH3:16])[CH3:15]. The catalyst is CN(C=O)C. The product is [CH3:3][O:4][C:5]([C:7]1[N:11]=[C:10]([Cl:12])[N:9]([CH2:20][O:19][CH2:18][CH2:17][Si:14]([CH3:16])([CH3:15])[CH3:13])[N:8]=1)=[O:6]. The yield is 0.580.